Dataset: Forward reaction prediction with 1.9M reactions from USPTO patents (1976-2016). Task: Predict the product of the given reaction. (1) Given the reactants Br[C:2]1[CH:3]=[CH:4][C:5]2[N:9]=[N:8][N:7]([CH2:10][C:11]3[CH:12]=[CH:13][C:14]4[N:15]([CH:17]=[C:18]([N:20](C(C5CC5)=O)[C:21]([CH:23]5[CH2:25][CH2:24]5)=[O:22])[N:19]=4)[N:16]=3)[C:6]=2[CH:31]=1.[CH3:32][N:33]1[CH:37]=[C:36](B2OC(C)(C)C(C)(C)O2)[CH:35]=[N:34]1.O1CCOCC1, predict the reaction product. The product is: [CH3:32][N:33]1[CH:37]=[C:36]([C:2]2[CH:3]=[CH:4][C:5]3[N:9]=[N:8][N:7]([CH2:10][C:11]4[CH:12]=[CH:13][C:14]5[N:15]([CH:17]=[C:18]([NH:20][C:21]([CH:23]6[CH2:24][CH2:25]6)=[O:22])[N:19]=5)[N:16]=4)[C:6]=3[CH:31]=2)[CH:35]=[N:34]1. (2) Given the reactants [Cl:1][C:2]1[CH:7]=[CH:6][C:5]([C@H:8]2[CH2:13][C@H:12]([C:14](=[O:21])[CH2:15][C:16](OCC)=[O:17])[CH2:11][CH2:10][N:9]2[C:22]([O:24][CH3:25])=[O:23])=[CH:4][CH:3]=1.[OH-].[Na+].[NH2:28]O.Cl, predict the reaction product. The product is: [Cl:1][C:2]1[CH:7]=[CH:6][C:5]([C@H:8]2[CH2:13][C@H:12]([C:14]3[O:21][NH:28][C:16](=[O:17])[CH:15]=3)[CH2:11][CH2:10][N:9]2[C:22]([O:24][CH3:25])=[O:23])=[CH:4][CH:3]=1. (3) Given the reactants [F:1][C:2]1[CH:10]=[CH:9][C:8]2[NH:7][C:6]3[CH:11]=[N:12][N:13]([CH:14]4[CH2:19][CH2:18][CH2:17][CH2:16][O:15]4)[C:5]=3[C:4]=2[CH:3]=1.Br[C:21]1[C:22]([CH3:35])=[N:23][C:24]([N:27]2[CH2:31][CH2:30][C@H:29]([C:32]([OH:34])=[O:33])[CH2:28]2)=[N:25][CH:26]=1.C([O-])([O-])=O.[Cs+].[Cs+], predict the reaction product. The product is: [F:1][C:2]1[CH:10]=[CH:9][C:8]2[N:7]([C:21]3[C:22]([CH3:35])=[N:23][C:24]([N:27]4[CH2:31][CH2:30][C@H:29]([C:32]([OH:34])=[O:33])[CH2:28]4)=[N:25][CH:26]=3)[C:6]3[CH:11]=[N:12][N:13]([CH:14]4[CH2:19][CH2:18][CH2:17][CH2:16][O:15]4)[C:5]=3[C:4]=2[CH:3]=1. (4) The product is: [O:1]1[CH2:6][CH2:5][CH2:4][CH2:3][CH:2]1[N:7]1[C:15]2[C:10](=[CH:11][C:12]([C:16]3[N:20]=[CH:19][N:18]([C:21]([C:28]4[CH:33]=[CH:32][CH:31]=[CH:30][CH:29]=4)([C:22]4[CH:27]=[CH:26][CH:25]=[CH:24][CH:23]=4)[C:34]4[CH:35]=[CH:36][CH:37]=[CH:38][CH:39]=4)[N:17]=3)=[CH:13][CH:14]=2)[C:9]([C:40]2[CH:41]=[C:42]([NH:46][C:53]([C:48]3[CH:49]=[CH:50][CH:51]=[CH:52][N:47]=3)=[O:54])[CH:43]=[CH:44][CH:45]=2)=[N:8]1. Given the reactants [O:1]1[CH2:6][CH2:5][CH2:4][CH2:3][CH:2]1[N:7]1[C:15]2[C:10](=[CH:11][C:12]([C:16]3[N:20]=[CH:19][N:18]([C:21]([C:34]4[CH:39]=[CH:38][CH:37]=[CH:36][CH:35]=4)([C:28]4[CH:33]=[CH:32][CH:31]=[CH:30][CH:29]=4)[C:22]4[CH:27]=[CH:26][CH:25]=[CH:24][CH:23]=4)[N:17]=3)=[CH:13][CH:14]=2)[C:9]([C:40]2[CH:41]=[C:42]([NH2:46])[CH:43]=[CH:44][CH:45]=2)=[N:8]1.[N:47]1[CH:52]=[CH:51][CH:50]=[CH:49][C:48]=1[C:53](Cl)=[O:54].C(N(CC)CC)C, predict the reaction product. (5) Given the reactants [O:1]=[C:2]1[N:8]([CH:9]2[CH2:14][CH2:13][N:12]([C:15]3[N:20]=[CH:19][N:18]=[C:17]([C:21](O)=[O:22])[CH:16]=3)[CH2:11][CH2:10]2)[CH2:7][CH2:6][C:5]2[CH:24]=[CH:25][CH:26]=[CH:27][C:4]=2[NH:3]1.[NH:28]1[C:38]2[C:39]3[CH:30]([CH2:31][C:32](=[O:40])[NH:33][C:34]=3[CH:35]=[CH:36][CH:37]=2)[CH2:29]1.CN(C(ON1N=NC2C=CC=CC1=2)=[N+](C)C)C.[B-](F)(F)(F)F, predict the reaction product. The product is: [O:1]=[C:2]1[NH:3][C:4]2[CH:27]=[CH:26][CH:25]=[CH:24][C:5]=2[CH2:6][CH2:7][N:8]1[CH:9]1[CH2:14][CH2:13][N:12]([C:15]2[N:20]=[CH:19][N:18]=[C:17]([C:21]([N:28]3[C:38]4[C:39]5[CH:30]([CH2:31][C:32](=[O:40])[NH:33][C:34]=5[CH:35]=[CH:36][CH:37]=4)[CH2:29]3)=[O:22])[CH:16]=2)[CH2:11][CH2:10]1. (6) Given the reactants [CH3:1][C:2]1[CH:7]=[CH:6][C:5]([NH:8][C:9]2[CH:14]=[CH:13][C:12]([N+:15]([O-])=O)=[CH:11][CH:10]=2)=[CH:4][CH:3]=1, predict the reaction product. The product is: [CH3:1][C:2]1[CH:7]=[CH:6][C:5]([NH:8][C:9]2[CH:14]=[CH:13][C:12]([NH2:15])=[CH:11][CH:10]=2)=[CH:4][CH:3]=1.